Dataset: Forward reaction prediction with 1.9M reactions from USPTO patents (1976-2016). Task: Predict the product of the given reaction. (1) Given the reactants C[O:2][C:3](=[O:32])[CH2:4][C@H:5]1[C:9]2[CH:10]=[CH:11][C:12]([O:14][C@H:15]3[C:23]4[C:18](=[C:19]([CH2:25][C:26]5[CH:31]=[CH:30][CH:29]=[CH:28][CH:27]=5)[CH:20]=[CH:21][C:22]=4[F:24])[CH2:17][CH2:16]3)=[CH:13][C:8]=2[O:7][CH2:6]1.[OH-].[Na+].Cl.CC#N.O, predict the reaction product. The product is: [CH2:25]([C:19]1[CH:20]=[CH:21][C:22]([F:24])=[C:23]2[C:18]=1[CH2:17][CH2:16][C@H:15]2[O:14][C:12]1[CH:11]=[CH:10][C:9]2[C@H:5]([CH2:4][C:3]([OH:32])=[O:2])[CH2:6][O:7][C:8]=2[CH:13]=1)[C:26]1[CH:31]=[CH:30][CH:29]=[CH:28][CH:27]=1. (2) Given the reactants [CH3:1][O:2][C:3]([CH:5]1[CH2:12][CH:11]2[N:13]([CH:14]([C:16]3[CH:25]=[CH:24][C:23]4[C:18](=[CH:19][CH:20]=[C:21]([O:30][CH:31]5[CH2:36][CH2:35][CH:34]([C:37]([F:40])([F:39])[F:38])[CH2:33][CH2:32]5)[C:22]=4[C:26]([F:29])([F:28])[F:27])[CH:17]=3)[CH3:15])[CH:7]([CH2:8][CH2:9][CH2:10]2)[CH2:6]1)=[O:4].C(=O)=O, predict the reaction product. The product is: [CH3:1][O:2][C:3]([CH:5]1[CH2:12][CH:11]2[N:13]([C@@H:14]([C:16]3[CH:25]=[CH:24][C:23]4[C:18](=[CH:19][CH:20]=[C:21]([O:30][C@H:31]5[CH2:32][CH2:33][C@@H:34]([C:37]([F:39])([F:40])[F:38])[CH2:35][CH2:36]5)[C:22]=4[C:26]([F:27])([F:28])[F:29])[CH:17]=3)[CH3:15])[CH:7]([CH2:8][CH2:9][CH2:10]2)[CH2:6]1)=[O:4]. (3) Given the reactants [CH3:1][O:2][C:3]([C:5]1([CH:13]=O)[CH2:8][CH:7]([CH2:9][CH2:10][CH2:11][CH3:12])[CH2:6]1)=[O:4].C([O-])(=O)C.[Na+].Cl.[CH2:21]([O:28][NH2:29])[C:22]1[CH:27]=[CH:26][CH:25]=[CH:24][CH:23]=1, predict the reaction product. The product is: [CH3:1][O:2][C:3]([C:5]1([CH:13]=[N:29][O:28][CH2:21][C:22]2[CH:27]=[CH:26][CH:25]=[CH:24][CH:23]=2)[CH2:6][CH:7]([CH2:9][CH2:10][CH2:11][CH3:12])[CH2:8]1)=[O:4]. (4) Given the reactants C([O:3][C:4]([C:6]1[N:7]([CH2:11][CH2:12][CH2:13][O:14][C:15]2[CH:20]=[CH:19][C:18]([C:21]([N:23]3[C:32]4[C:27](=[CH:28][CH:29]=[CH:30][CH:31]=4)[C@H:26]([N:33]([C:41](=[O:43])[CH3:42])[C:34]4[CH:39]=[CH:38][C:37]([Cl:40])=[CH:36][CH:35]=4)[CH2:25][C@@H:24]3[CH3:44])=[O:22])=[CH:17][CH:16]=2)[CH:8]=[CH:9][N:10]=1)=[O:5])C.C(O)C.[OH-].[Na+], predict the reaction product. The product is: [C:41]([N:33]([C:34]1[CH:35]=[CH:36][C:37]([Cl:40])=[CH:38][CH:39]=1)[C@H:26]1[C:27]2[C:32](=[CH:31][CH:30]=[CH:29][CH:28]=2)[N:23]([C:21]([C:18]2[CH:19]=[CH:20][C:15]([O:14][CH2:13][CH2:12][CH2:11][N:7]3[CH:8]=[CH:9][N:10]=[C:6]3[C:4]([OH:5])=[O:3])=[CH:16][CH:17]=2)=[O:22])[C@@H:24]([CH3:44])[CH2:25]1)(=[O:43])[CH3:42]. (5) Given the reactants [C:1]([CH2:3][CH2:4][O:5][CH2:6][O:7][C@@H:8]1[C@H:12]([OH:13])[C@@H:11]([CH2:14][OH:15])[O:10][C@H:9]1[N:16]1[CH:23]=[C:22]([CH3:24])[C:20](=[O:21])[NH:19][C:17]1=[O:18])#[N:2].O1CCCC1.N1C=CC=CC=1.[CH3:36][O:37][C:38]1[CH:59]=[CH:58][C:41]([C:42](Cl)([C:51]2[CH:56]=[CH:55][CH:54]=[CH:53][CH:52]=2)[C:43]2[CH:48]=[CH:47][C:46]([O:49][CH3:50])=[CH:45][CH:44]=2)=[CH:40][CH:39]=1, predict the reaction product. The product is: [CH3:50][O:49][C:46]1[CH:45]=[CH:44][C:43]([C:42]([O:15][CH2:14][C@H:11]2[O:10][C@@H:9]([N:16]3[CH:23]=[C:22]([CH3:24])[C:20](=[O:21])[NH:19][C:17]3=[O:18])[C@H:8]([O:7][CH2:6][O:5][CH2:4][CH2:3][C:1]#[N:2])[C@@H:12]2[OH:13])([C:51]2[CH:52]=[CH:53][CH:54]=[CH:55][CH:56]=2)[C:41]2[CH:58]=[CH:59][C:38]([O:37][CH3:36])=[CH:39][CH:40]=2)=[CH:48][CH:47]=1. (6) Given the reactants C(P(CCCC)CCCC)CCC.[CH3:14][O:15][C:16](=[O:30])[CH2:17][C:18]1[C:22]2[C:23]([Cl:29])=[CH:24][C:25]([OH:28])=[C:26]([F:27])[C:21]=2[S:20][CH:19]=1.[CH3:31][C:32]1[C:37]([CH2:38]O)=[CH:36][CH:35]=[C:34]([C:40]([F:43])([F:42])[F:41])[N:33]=1.C1CCN(C(N=NC(N2CCCCC2)=O)=O)CC1, predict the reaction product. The product is: [CH3:14][O:15][C:16](=[O:30])[CH2:17][C:18]1[C:22]2[C:23]([Cl:29])=[CH:24][C:25]([O:28][CH2:38][C:37]3[C:32]([CH3:31])=[N:33][C:34]([C:40]([F:43])([F:41])[F:42])=[CH:35][CH:36]=3)=[C:26]([F:27])[C:21]=2[S:20][CH:19]=1. (7) Given the reactants [H-].[Na+].[CH2:3]([O:5][C:6](=[O:16])[CH2:7]P(OCC)(OCC)=O)[CH3:4].[F:17][C:18]1[CH:25]=[CH:24][C:21]([CH:22]=O)=[CH:20][CH:19]=1, predict the reaction product. The product is: [CH2:3]([O:5][C:6](=[O:16])[CH:7]=[CH:22][C:21]1[CH:24]=[CH:25][C:18]([F:17])=[CH:19][CH:20]=1)[CH3:4]. (8) Given the reactants [N:1]12[CH2:10]N3CN(C[N:3]([CH2:4]3)[CH2:2]1)C2.[F:11][C:12]([F:23])([F:22])[C:13]1[CH:14]=[C:15]2[CH:21]=[CH:20]NC2=NC=1.[OH2:24], predict the reaction product. The product is: [F:11][C:12]([F:23])([F:22])[C:13]1[CH:14]=[C:15]2[C:21]([CH:20]=[O:24])=[CH:4][NH:3][C:2]2=[N:1][CH:10]=1.